This data is from Catalyst prediction with 721,799 reactions and 888 catalyst types from USPTO. The task is: Predict which catalyst facilitates the given reaction. Reactant: [CH3:13][C:12]([O:11][C:9](O[C:9]([O:11][C:12]([CH3:15])([CH3:14])[CH3:13])=[O:10])=[O:10])([CH3:15])[CH3:14].[C:16](#[N:18])[CH3:17]. Product: [O:11]=[C:12]1[N:18]([C:9]([O:11][C:12]([CH3:13])([CH3:14])[CH3:15])=[O:10])[C@@H:16]([C:9]([O:11][CH2:12][CH3:13])=[O:10])[CH2:17][CH2:13]1. The catalyst class is: 142.